From a dataset of Reaction yield outcomes from USPTO patents with 853,638 reactions. Predict the reaction yield, written as a fraction of the theoretical maximum amount of product (1.0 means a 100% yield; for example, 0.34 means a 34% yield). (1) The catalyst is C(Cl)Cl. The yield is 0.440. The product is [Br:11][C:10]([Br:12])=[CH:6][C:5]1[CH:8]=[CH:9][C:2]([F:1])=[CH:3][CH:4]=1. The reactants are [F:1][C:2]1[CH:9]=[CH:8][C:5]([CH:6]=O)=[CH:4][CH:3]=1.[C:10](Br)(Br)([Br:12])[Br:11].C1(P(C2C=CC=CC=2)C2C=CC=CC=2)C=CC=CC=1. (2) The reactants are [F:1][C:2]([F:17])([F:16])[C:3]1[CH:4]=[C:5]([CH:9]=[CH:10][C:11]=1[C:12]([F:15])([F:14])[F:13])[C:6](O)=[O:7]. The catalyst is C1COCC1. The product is [F:1][C:2]([F:16])([F:17])[C:3]1[CH:4]=[C:5]([CH2:6][OH:7])[CH:9]=[CH:10][C:11]=1[C:12]([F:13])([F:14])[F:15]. The yield is 0.870. (3) The catalyst is CO.[Pd]. The yield is 0.770. The reactants are [CH3:1][O:2][C:3](=[O:16])[CH:4]=[CH:5][C:6]1[CH:11]=[CH:10][C:9]([N+:12]([O-])=O)=[CH:8][C:7]=1[CH3:15].[H][H]. The product is [CH3:1][O:2][C:3](=[O:16])[CH2:4][CH2:5][C:6]1[CH:11]=[CH:10][C:9]([NH2:12])=[CH:8][C:7]=1[CH3:15]. (4) The reactants are C([N:8]1[CH2:14][C:13]2[N:15]=[CH:16][C:17]([N:19]([CH3:23])[CH:20]([CH3:22])[CH3:21])=[N:18][C:12]=2[O:11][C@@H:10]([CH2:24][O:25][CH3:26])[CH2:9]1)C1C=CC=CC=1.C(OCC)(=O)C.[ClH:33]. The catalyst is CO.[OH-].[OH-].[Pd+2]. The product is [ClH:33].[CH3:26][O:25][CH2:24][C@H:10]1[CH2:9][NH:8][CH2:14][C:13]2[N:15]=[CH:16][C:17]([N:19]([CH3:23])[CH:20]([CH3:21])[CH3:22])=[N:18][C:12]=2[O:11]1. The yield is 0.610.